Dataset: Full USPTO retrosynthesis dataset with 1.9M reactions from patents (1976-2016). Task: Predict the reactants needed to synthesize the given product. (1) Given the product [Br:1][C:2]1[CH:7]=[CH:6][C:5]2[S:8][CH:9]=[C:10]([CH3:11])[C:4]=2[CH:3]=1, predict the reactants needed to synthesize it. The reactants are: [Br:1][C:2]1[CH:7]=[CH:6][C:5]([S:8][CH2:9][C:10](=O)[CH3:11])=[CH:4][CH:3]=1.CCCCCC. (2) Given the product [Cl:1][C:2]1[CH:7]=[CH:6][C:5]([C:8]2[CH:13]=[N:12][N:11]3[C:14](=[O:17])[N:15]([CH2:32][C:33]4[CH:38]=[CH:37][C:36]([C:39]#[N:40])=[CH:35][CH:34]=4)[N:16]=[C:10]3[C:9]=2[C:18]2[CH:23]=[CH:22][C:21]([Cl:24])=[CH:20][CH:19]=2)=[CH:4][CH:3]=1, predict the reactants needed to synthesize it. The reactants are: [Cl:1][C:2]1[CH:7]=[CH:6][C:5]([C:8]2[CH:13]=[N:12][N:11]3[C:14](=[O:17])[NH:15][N:16]=[C:10]3[C:9]=2[C:18]2[CH:23]=[CH:22][C:21]([Cl:24])=[CH:20][CH:19]=2)=[CH:4][CH:3]=1.C([O-])([O-])=O.[K+].[K+].Br[CH2:32][C:33]1[CH:38]=[CH:37][C:36]([C:39]#[N:40])=[CH:35][CH:34]=1. (3) Given the product [N:20]([CH:37]1[CH2:38][CH2:39][CH2:40][CH:35]([CH2:41][C:26]([O:25][CH2:24][C:14]2[CH:15]=[CH:16][CH:17]=[CH:18][CH:19]=2)=[O:27])[CH2:36]1)=[N+:21]=[N-:22], predict the reactants needed to synthesize it. The reactants are: [C:14]1(P([C:14]2[CH:19]=[CH:18][CH:17]=[CH:16][CH:15]=2)[C:14]2[CH:19]=[CH:18][CH:17]=[CH:16][CH:15]=2)[CH:19]=[CH:18][CH:17]=[CH:16][CH:15]=1.[NH:20]=[N+:21]=[N-:22].C[CH2:24][O:25][C:26](/N=N/[C:26]([O:25][CH2:24]C)=[O:27])=[O:27].[C:35]1([CH3:41])[CH:40]=[CH:39][CH:38]=[CH:37][CH:36]=1. (4) Given the product [NH2:8][C:9]1[N:14]=[C:13]([C:15]2[CH:20]=[CH:19][C:18]([Cl:21])=[C:17]([F:22])[C:16]=2[F:23])[N:12]=[C:11]([C:24]([O:26][CH3:27])=[O:25])[C:10]=1[Br:6], predict the reactants needed to synthesize it. The reactants are: C([O-])(=O)C.[K+].[Br:6]Br.[NH2:8][C:9]1[N:14]=[C:13]([C:15]2[CH:20]=[CH:19][C:18]([Cl:21])=[C:17]([F:22])[C:16]=2[F:23])[N:12]=[C:11]([C:24]([O:26][CH3:27])=[O:25])[CH:10]=1. (5) The reactants are: [CH3:1][O:2][C:3](=[O:17])[C@@H:4]1[CH2:8][C@@H:7]([OH:9])[CH2:6][N:5]1[C:10]([O:12][C:13]([CH3:16])([CH3:15])[CH3:14])=[O:11].[Br:18][C:19]1[CH:24]=[CH:23][C:22](O)=[CH:21][CH:20]=1.C1C=CC(P(C2C=CC=CC=2)C2C=CC=CC=2)=CC=1.CCOC(/N=N/C(OCC)=O)=O. Given the product [CH3:1][O:2][C:3](=[O:17])[C@@H:4]1[CH2:8][C@H:7]([O:9][C:22]2[CH:23]=[CH:24][C:19]([Br:18])=[CH:20][CH:21]=2)[CH2:6][N:5]1[C:10]([O:12][C:13]([CH3:14])([CH3:16])[CH3:15])=[O:11], predict the reactants needed to synthesize it.